The task is: Regression. Given a peptide amino acid sequence and an MHC pseudo amino acid sequence, predict their binding affinity value. This is MHC class II binding data.. This data is from Peptide-MHC class II binding affinity with 134,281 pairs from IEDB. (1) The peptide sequence is PFLLAQFTSAICSVV. The MHC is DRB1_0701 with pseudo-sequence DRB1_0701. The binding affinity (normalized) is 0.465. (2) The peptide sequence is LQVLKEVKAAASKVKANL. The MHC is DRB1_1501 with pseudo-sequence DRB1_1501. The binding affinity (normalized) is 0. (3) The peptide sequence is ALSDADWHFIADPAS. The MHC is HLA-DQA10101-DQB10501 with pseudo-sequence HLA-DQA10101-DQB10501. The binding affinity (normalized) is 0.349. (4) The peptide sequence is YAHAAHAAHAAHAAHAA. The binding affinity (normalized) is 0.753. The MHC is DRB1_0101 with pseudo-sequence DRB1_0101. (5) The peptide sequence is KFQADSPKRLATAIA. The MHC is DRB3_0101 with pseudo-sequence DRB3_0101. The binding affinity (normalized) is 0.713. (6) The peptide sequence is MSIHGKGEWMTTEDM. The MHC is HLA-DQA10201-DQB10301 with pseudo-sequence HLA-DQA10201-DQB10301. The binding affinity (normalized) is 0.392. (7) The peptide sequence is ATTRTLGNFSWFPHK. The MHC is DRB1_0101 with pseudo-sequence DRB1_0101. The binding affinity (normalized) is 0.141. (8) The peptide sequence is LMCEIEGHHLASAAI. The MHC is HLA-DQA10501-DQB10201 with pseudo-sequence HLA-DQA10501-DQB10201. The binding affinity (normalized) is 0.229. (9) The peptide sequence is GKIASCLNDNANGYF. The MHC is HLA-DQA10301-DQB10302 with pseudo-sequence HLA-DQA10301-DQB10302. The binding affinity (normalized) is 0.410.